From a dataset of Forward reaction prediction with 1.9M reactions from USPTO patents (1976-2016). Predict the product of the given reaction. (1) Given the reactants [F:1][C:2]1[CH:7]=[CH:6][C:5]([NH:8][CH2:9][C:10]2[N:11]([C:16]3[CH:21]=[CH:20][C:19]([CH3:22])=[CH:18][CH:17]=3)[C:12](=[S:15])[NH:13][N:14]=2)=[CH:4][CH:3]=1.Br[CH2:24][C:25]([OH:27])=[O:26].C(=O)([O-])[O-].[K+].[K+], predict the reaction product. The product is: [F:1][C:2]1[CH:3]=[CH:4][C:5]([NH:8][CH2:9][C:10]2[N:11]([C:16]3[CH:17]=[CH:18][C:19]([CH3:22])=[CH:20][CH:21]=3)[C:12]([S:15][CH2:24][C:25]([OH:27])=[O:26])=[N:13][N:14]=2)=[CH:6][CH:7]=1. (2) Given the reactants CON(C)[C:4]([C:6]1[S:10][CH:9]2[CH:11]=[CH:12][S:13][CH:8]2[CH:7]=1)=[O:5].[CH3:15][Mg]Br, predict the reaction product. The product is: [S:10]1[C:6]([C:4](=[O:5])[CH3:15])=[CH:7][CH:8]2[S:13][CH:12]=[CH:11][CH:9]12. (3) Given the reactants [Cl:1][C:2]1[CH:9]=[CH:8][CH:7]=[C:6]([NH:10][CH:11]([CH3:13])[CH3:12])[C:3]=1[CH:4]=O.C(N)CN.C(O)(=O)C.CC1(C)O[C:28](=[O:29])[CH2:27][C:25](=[O:26])[O:24]1, predict the reaction product. The product is: [Cl:1][C:2]1[CH:9]=[CH:8][CH:7]=[C:6]2[C:3]=1[CH:4]=[C:27]([C:25]([OH:26])=[O:24])[C:28](=[O:29])[N:10]2[CH:11]([CH3:13])[CH3:12]. (4) Given the reactants [Cl:1][C:2]1[CH:18]=[C:17]([F:19])[C:5]2[CH2:6][CH2:7][N:8]([C:11](=[O:16])[C:12]([F:15])([F:14])[F:13])[CH2:9][CH2:10][C:4]=2[C:3]=1[OH:20].C(=O)([O-])[O-].[K+].[K+].[F:27][C:28]1[CH:35]=[CH:34][C:31]([CH2:32]Br)=[CH:30][CH:29]=1, predict the reaction product. The product is: [Cl:1][C:2]1[CH:18]=[C:17]([F:19])[C:5]2[CH2:6][CH2:7][N:8]([C:11](=[O:16])[C:12]([F:13])([F:14])[F:15])[CH2:9][CH2:10][C:4]=2[C:3]=1[O:20][CH2:32][C:31]1[CH:34]=[CH:35][C:28]([F:27])=[CH:29][CH:30]=1. (5) Given the reactants Br[C:2]1[O:3][C:4]2[CH:10]=[CH:9][C:8]([C:11]([CH3:17])([CH3:16])[C:12]([O:14][CH3:15])=[O:13])=[CH:7][C:5]=2[CH:6]=1.C([Mg]Cl)(C)C.[CH3:23][C:24]1[C:28]([CH:29]=[O:30])=[C:27]([CH3:31])[O:26][N:25]=1.[NH4+].[Cl-], predict the reaction product. The product is: [CH3:23][C:24]1[C:28]([CH:29]([OH:30])[C:2]2[O:3][C:4]3[CH:10]=[CH:9][C:8]([C:11]([CH3:17])([CH3:16])[C:12]([O:14][CH3:15])=[O:13])=[CH:7][C:5]=3[CH:6]=2)=[C:27]([CH3:31])[O:26][N:25]=1.